Dataset: Full USPTO retrosynthesis dataset with 1.9M reactions from patents (1976-2016). Task: Predict the reactants needed to synthesize the given product. (1) Given the product [CH3:1][O:2][C:3]1[CH:4]=[CH:5][C:6]2[N:7]([N:17]=[C:10]([C:11]3[CH:16]=[CH:15][CH:14]=[CH:13][CH:12]=3)[CH:9]=2)[CH:8]=1, predict the reactants needed to synthesize it. The reactants are: [CH3:1][O:2][C:3]1[CH:4]=[CH:5][C:6]([C:9]#[C:10][C:11]2[CH:16]=[CH:15][CH:14]=[CH:13][CH:12]=2)=[N:7][CH:8]=1.[N+:17](C1C=C([N+]([O-])=O)C=CC=1ON)([O-])=O.C([O-])([O-])=O.[K+].[K+].CN(C=O)C. (2) Given the product [ClH:24].[CH2:16]([N:13]1[CH2:12][CH2:11][N:10]([C:7]2[CH:6]=[CH:5][C:4]([C:3]([OH:23])=[O:2])=[CH:9][CH:8]=2)[CH2:15][CH2:14]1)[C:17]1[CH:18]=[CH:19][CH:20]=[CH:21][CH:22]=1, predict the reactants needed to synthesize it. The reactants are: C[O:2][C:3](=[O:23])[C:4]1[CH:9]=[CH:8][C:7]([N:10]2[CH2:15][CH2:14][N:13]([CH2:16][C:17]3[CH:22]=[CH:21][CH:20]=[CH:19][CH:18]=3)[CH2:12][CH2:11]2)=[CH:6][CH:5]=1.[ClH:24]. (3) Given the product [NH2:58][C@H:59]([C:67]([OH:69])=[O:68])[CH2:60][C:61]1[CH:62]=[CH:21][C:20]([OH:23])=[CH:19][CH:18]=1, predict the reactants needed to synthesize it. The reactants are: C(O)C(N)(CO)CO.CC(CC(C1C=[CH:21][C:20]([O:23]CCOCCO)=[CH:19][CH:18]=1)(C)C)(C)C.[F-].[Na+].C1(CS(F)(=O)=O)C=CC=CC=1.CC(C[C@H](NC(C)=O)C(N[C@H](C([NH:58][C@H:59]([C:67]([OH:69])=[O:68])[CH2:60][CH2:61][CH2:62]N=C(N)N)=O)CC(C)C)=O)C. (4) Given the product [OH:8][C:9]1[CH:10]=[C:11]2[C:15](=[CH:16][C:17]=1[O:18][CH3:19])[NH:14][CH:13]=[CH:12]2, predict the reactants needed to synthesize it. The reactants are: C([O:8][C:9]1[CH:10]=[C:11]2[C:15](=[CH:16][C:17]=1[O:18][CH3:19])[NH:14][CH:13]=[CH:12]2)C1C=CC=CC=1. (5) Given the product [CH2:1]([C@H:8]([N:24]([CH2:39][C:40]1[CH:41]=[N:42][C:43]([N:47]2[CH2:51][CH2:50][CH2:49][C:48]2=[O:52])=[CH:44][CH:45]=1)[C:25](=[O:38])[CH:26]=[CH:27][C:28]1[CH:33]=[CH:32][C:31]([C:34]([F:37])([F:36])[F:35])=[CH:30][CH:29]=1)[C:9]([N:11]1[CH2:16][CH2:15][N:14]([CH2:17][C:18]2[CH:23]=[CH:22][CH:21]=[CH:20][CH:19]=2)[CH2:13][CH2:12]1)=[O:10])[C:2]1[CH:7]=[CH:6][CH:5]=[CH:4][CH:3]=1, predict the reactants needed to synthesize it. The reactants are: [CH2:1]([C@H:8]([N:24]([CH2:39][C:40]1[CH:41]=[N:42][C:43](Br)=[CH:44][CH:45]=1)[C:25](=[O:38])[CH:26]=[CH:27][C:28]1[CH:33]=[CH:32][C:31]([C:34]([F:37])([F:36])[F:35])=[CH:30][CH:29]=1)[C:9]([N:11]1[CH2:16][CH2:15][N:14]([CH2:17][C:18]2[CH:23]=[CH:22][CH:21]=[CH:20][CH:19]=2)[CH2:13][CH2:12]1)=[O:10])[C:2]1[CH:7]=[CH:6][CH:5]=[CH:4][CH:3]=1.[NH:47]1[CH2:51][CH2:50][CH2:49][C:48]1=[O:52].C(=O)([O-])[O-].[K+].[K+]. (6) Given the product [CH3:3][C:4]1[CH:9]=[CH:8][C:7]([S:10]([O:13][CH2:14][CH:15]2[O:20][C:19]3[C:18](=[CH:24][CH:23]=[C:22]4[NH:25][C:30]([C:29]([F:34])([F:33])[C:28]([F:36])([F:35])[F:27])=[N:26][C:21]4=3)[O:17][CH2:16]2)(=[O:12])=[O:11])=[CH:6][CH:5]=1, predict the reactants needed to synthesize it. The reactants are: Cl.Cl.[CH3:3][C:4]1[CH:9]=[CH:8][C:7]([S:10]([O:13][CH2:14][C@@H:15]2[O:20][C:19]3[C:21]([NH2:26])=[C:22]([NH2:25])[CH:23]=[CH:24][C:18]=3[O:17][CH2:16]2)(=[O:12])=[O:11])=[CH:6][CH:5]=1.[F:27][C:28]([F:36])([F:35])[C:29]([F:34])([F:33])[C:30](O)=O. (7) Given the product [Cl:1][C:2]1[CH:3]=[N:4][C:5]2[N:6]([N:8]=[C:9]([C:11]([N:28]3[CH2:27][CH2:26][C:25]4[C:30](=[CH:31][C:22]([C:21]5[C:16]([O:15][CH3:14])=[N:17][CH:18]=[CH:19][CH:20]=5)=[CH:23][CH:24]=4)[CH:29]3[CH3:32])=[O:13])[CH:10]=2)[CH:7]=1, predict the reactants needed to synthesize it. The reactants are: [Cl:1][C:2]1[CH:3]=[N:4][C:5]2[N:6]([N:8]=[C:9]([C:11]([OH:13])=O)[CH:10]=2)[CH:7]=1.[CH3:14][O:15][C:16]1[C:21]([C:22]2[CH:31]=[C:30]3[C:25]([CH2:26][CH2:27][NH:28][CH:29]3[CH3:32])=[CH:24][CH:23]=2)=[CH:20][CH:19]=[CH:18][N:17]=1.